The task is: Predict the reactants needed to synthesize the given product.. This data is from Full USPTO retrosynthesis dataset with 1.9M reactions from patents (1976-2016). Given the product [CH2:16]([C:20]1[N:24]([C:25]2[CH:30]=[CH:29][CH:28]=[CH:27][CH:26]=2)[N:23]=[C:22]([CH2:31][NH:32][S:12]([CH2:11][C:2]2[CH:3]=[CH:4][C:5]3[C:10](=[CH:9][CH:8]=[CH:7][CH:6]=3)[CH:1]=2)(=[O:14])=[O:13])[CH:21]=1)[CH:17]([CH3:19])[CH3:18], predict the reactants needed to synthesize it. The reactants are: [CH:1]1[C:10]2[C:5](=[CH:6][CH:7]=[CH:8][CH:9]=2)[CH:4]=[CH:3][C:2]=1[CH2:11][S:12](Cl)(=[O:14])=[O:13].[CH2:16]([C:20]1[N:24]([C:25]2[CH:30]=[CH:29][CH:28]=[CH:27][CH:26]=2)[N:23]=[C:22]([CH2:31][NH2:32])[CH:21]=1)[CH:17]([CH3:19])[CH3:18].C(N(CC)CC)C.